Predict the product of the given reaction. From a dataset of Forward reaction prediction with 1.9M reactions from USPTO patents (1976-2016). (1) Given the reactants [C:1]([C:3]1[CH:8]=[CH:7][C:6](B(O)O)=[CH:5][CH:4]=1)#[N:2].[Cl:12][C:13]1[N:18]=[CH:17][C:16]([CH2:19][N+:20]2[C:25]([O-:26])=[C:24](I)[C:23](=[O:28])[N:22]3[CH:29]=[CH:30][CH:31]=[CH:32][C:21]=23)=[CH:15][CH:14]=1.C(=O)([O-])[O-].[Cs+].[Cs+].O1CCOCC1, predict the reaction product. The product is: [Cl:12][C:13]1[N:18]=[CH:17][C:16]([CH2:19][N+:20]2[C:25]([O-:26])=[C:24]([C:6]3[CH:7]=[CH:8][C:3]([C:1]#[N:2])=[CH:4][CH:5]=3)[C:23](=[O:28])[N:22]3[CH:29]=[CH:30][CH:31]=[CH:32][C:21]=23)=[CH:15][CH:14]=1. (2) Given the reactants [C:1]1([C:7]2[O:11][C:10]([C:12]([OH:14])=O)=[CH:9][CH:8]=2)[CH:6]=[CH:5][CH:4]=[CH:3][CH:2]=1.[CH3:15][O:16][C:17](=[O:26])[C:18]1[CH:23]=[CH:22][CH:21]=[C:20]([CH2:24][NH2:25])[CH:19]=1, predict the reaction product. The product is: [CH3:15][O:16][C:17](=[O:26])[C:18]1[CH:23]=[CH:22][CH:21]=[C:20]([CH2:24][NH:25][C:12]([C:10]2[O:11][C:7]([C:1]3[CH:2]=[CH:3][CH:4]=[CH:5][CH:6]=3)=[CH:8][CH:9]=2)=[O:14])[CH:19]=1. (3) Given the reactants [CH3:1][NH:2][C:3]1[N:8]2[CH:9]=[CH:10][N:11]=[C:7]2[N:6]=[C:5]([C:12]2[CH:17]=[CH:16][C:15]([CH2:18][N:19]3[CH2:22][CH:21]([C:23]4[N:27]=[C:26]([C:28]5[CH:33]=[CH:32][CH:31]=[CH:30][N:29]=5)[NH:25][N:24]=4)[CH2:20]3)=[CH:14][CH:13]=2)[C:4]=1[C:34]1[CH:39]=[CH:38][CH:37]=[CH:36][CH:35]=1.[Br:40]N1C(=O)CCC1=O, predict the reaction product. The product is: [Br:40][C:9]1[N:8]2[C:3]([NH:2][CH3:1])=[C:4]([C:34]3[CH:39]=[CH:38][CH:37]=[CH:36][CH:35]=3)[C:5]([C:12]3[CH:13]=[CH:14][C:15]([CH2:18][N:19]4[CH2:20][CH:21]([C:23]5[N:27]=[C:26]([C:28]6[CH:33]=[CH:32][CH:31]=[CH:30][N:29]=6)[NH:25][N:24]=5)[CH2:22]4)=[CH:16][CH:17]=3)=[N:6][C:7]2=[N:11][CH:10]=1. (4) Given the reactants [Cl:1][C:2]1[C:7]([C:8]([F:11])([F:10])[F:9])=[CH:6][C:5]([NH:12][C:13]2[N:17]=[C:16]([N:18](CC3C=CC(OC)=CC=3)CC3C=CC(OC)=CC=3)[N:15](CC3C=CC(OC)=CC=3)[N:14]=2)=[CH:4][CH:3]=1.C(O)(C(F)(F)F)=O, predict the reaction product. The product is: [Cl:1][C:2]1[CH:3]=[CH:4][C:5]([NH:12][C:13]2[N:17]=[C:16]([NH2:18])[NH:15][N:14]=2)=[CH:6][C:7]=1[C:8]([F:9])([F:10])[F:11].